This data is from Full USPTO retrosynthesis dataset with 1.9M reactions from patents (1976-2016). The task is: Predict the reactants needed to synthesize the given product. (1) Given the product [Br:2][C:3]1[CH:11]=[CH:10][CH:9]=[C:8]2[C:4]=1[CH:5]=[CH:6][N:7]2[CH2:12][C@H:13]([OH:14])[CH2:17][OH:16], predict the reactants needed to synthesize it. The reactants are: Cl.[Br:2][C:3]1[CH:11]=[CH:10][CH:9]=[C:8]2[C:4]=1[CH:5]=[CH:6][N:7]2[CH2:12][C@H:13]1[CH2:17][O:16]C(C)(C)[O:14]1. (2) Given the product [Br:16][C:17]1[CH:26]=[C:25]2[C:20]([C:21]([NH:30][CH2:31][CH2:32][CH2:33][NH:34][C:9](=[O:10])[O:11][C:12]([CH3:13])([CH3:14])[CH3:15])=[C:22]([N+:27]([O-:29])=[O:28])[CH:23]=[N:24]2)=[CH:19][CH:18]=1, predict the reactants needed to synthesize it. The reactants are: [C:9](O[C:9]([O:11][C:12]([CH3:15])([CH3:14])[CH3:13])=[O:10])([O:11][C:12]([CH3:15])([CH3:14])[CH3:13])=[O:10].[Br:16][C:17]1[CH:26]=[C:25]2[C:20]([C:21]([NH:30][CH2:31][CH2:32][CH2:33][NH2:34])=[C:22]([N+:27]([O-:29])=[O:28])[CH:23]=[N:24]2)=[CH:19][CH:18]=1.O. (3) Given the product [Cl:38][C:36]1[CH:9]=[C:8]([NH:20][C:21]2[C:30]3[C:25](=[CH:26][CH:27]=[CH:28][C:29]=3[O:31][CH2:32][CH2:33][N:34]([CH3:35])[C:3]([NH:2][CH3:1])=[O:4])[N:24]=[CH:23][N:22]=2)[CH:7]=[CH:6][C:11]=1[O:12][CH2:13][C:14]1[CH:19]=[CH:18][CH:17]=[CH:16][N:15]=1, predict the reactants needed to synthesize it. The reactants are: [CH3:1][N:2]=[C:3]=[O:4].Cl[C:6]1[CH:7]=[C:8]([NH:20][C:21]2[C:30]3[C:25](=[CH:26][CH:27]=[CH:28][C:29]=3[O:31][CH2:32][CH2:33][NH:34][CH3:35])[N:24]=[CH:23][N:22]=2)[CH:9]=C[C:11]=1[O:12][CH2:13][C:14]1[CH:19]=[CH:18][CH:17]=[CH:16][N:15]=1.[CH2:36]([Cl:38])Cl. (4) Given the product [CH:1]1([C:4]2[N:8]=[C:7]([CH:9]3[CH2:14][CH:13]([C:15]4[CH:16]=[CH:17][C:18]([O:21][C:22]([F:25])([F:23])[F:24])=[CH:19][CH:20]=4)[CH2:12][N:11]([C:26]([N:38]4[CH2:42][CH2:41][CH:40]([OH:43])[CH2:39]4)=[O:28])[CH2:10]3)[O:6][N:5]=2)[CH2:3][CH2:2]1, predict the reactants needed to synthesize it. The reactants are: [CH:1]1([C:4]2[N:8]=[C:7]([CH:9]3[CH2:14][CH:13]([C:15]4[CH:20]=[CH:19][C:18]([O:21][C:22]([F:25])([F:24])[F:23])=[CH:17][CH:16]=4)[CH2:12][N:11]([C:26]([O:28]C4C=CC([N+]([O-])=O)=CC=4)=O)[CH2:10]3)[O:6][N:5]=2)[CH2:3][CH2:2]1.[NH:38]1[CH2:42][CH2:41][CH:40]([OH:43])[CH2:39]1. (5) Given the product [CH2:1]([O:8][C:9]([NH:10][CH2:11][C@H:12]([NH:28][CH3:29])[CH2:13][O:14][C:15](=[O:27])[NH:16][C:17]1[N:18]=[CH:19][C:20]2[C:25]([CH:26]=1)=[CH:24][CH:23]=[CH:22][CH:21]=2)=[O:37])[C:2]1[CH:3]=[CH:4][CH:5]=[CH:6][CH:7]=1, predict the reactants needed to synthesize it. The reactants are: [CH2:1]([O:8][C:9](=[O:37])[NH:10][CH2:11][C@H:12]([N:28](C(OC(C)(C)C)=O)[CH3:29])[CH2:13][O:14][C:15](=[O:27])[NH:16][C:17]1[N:18]=[CH:19][C:20]2[C:25]([CH:26]=1)=[CH:24][CH:23]=[CH:22][CH:21]=2)[C:2]1[CH:7]=[CH:6][CH:5]=[CH:4][CH:3]=1.Cl. (6) Given the product [CH3:32][O:33][C:34](=[O:47])[CH2:35][N:36]1[C:44]2[C:39](=[CH:40][C:41]([F:45])=[CH:42][CH:43]=2)[C:38]([CH2:30][C:25]2[CH:26]=[N:27][CH:28]=[CH:29][C:24]=2[S:21]([C:15]2[CH:16]=[CH:17][CH:18]=[CH:19][CH:20]=2)(=[O:22])=[O:23])=[C:37]1[CH3:46], predict the reactants needed to synthesize it. The reactants are: C([SiH](CC)CC)C.FC(F)(F)C(O)=O.[C:15]1([S:21]([C:24]2[CH:29]=[CH:28][N:27]=[CH:26][C:25]=2[CH:30]=O)(=[O:23])=[O:22])[CH:20]=[CH:19][CH:18]=[CH:17][CH:16]=1.[CH3:32][O:33][C:34](=[O:47])[CH2:35][N:36]1[C:44]2[C:39](=[CH:40][C:41]([F:45])=[CH:42][CH:43]=2)[CH:38]=[C:37]1[CH3:46]. (7) Given the product [CH3:22][C:8]1[N:9]([CH2:16][C:17]([O:19][CH2:20][CH3:21])=[O:18])[C:10]2[C:15]([C:7]=1[CH2:6][C:5]1[CH:4]=[CH:3][C:2]([NH:1][C:38](=[O:39])[C:37]3[CH:41]=[CH:42][C:34]([C:33]([F:32])([F:43])[F:44])=[CH:35][CH:36]=3)=[CH:24][CH:23]=1)=[CH:14][CH:13]=[CH:12][CH:11]=2, predict the reactants needed to synthesize it. The reactants are: [NH2:1][C:2]1[CH:24]=[CH:23][C:5]([CH2:6][C:7]2[C:15]3[C:10](=[CH:11][CH:12]=[CH:13][CH:14]=3)[N:9]([CH2:16][C:17]([O:19][CH2:20][CH3:21])=[O:18])[C:8]=2[CH3:22])=[CH:4][CH:3]=1.C(N(CC)CC)C.[F:32][C:33]([F:44])([F:43])[C:34]1[CH:42]=[CH:41][C:37]([C:38](Cl)=[O:39])=[CH:36][CH:35]=1. (8) Given the product [CH2:1]([C:3]1[C:4]([NH:34][CH:30]2[C:31]3[C:26](=[CH:25][C:24]([O:23][CH3:22])=[CH:33][CH:32]=3)[CH2:27][CH2:28][CH2:29]2)=[N:5][C:6]([CH2:9][CH3:10])=[CH:7][N:8]=1)[CH3:2], predict the reactants needed to synthesize it. The reactants are: [CH2:1]([C:3]1[C:4](N[C@@H]2C3C(=CC=CC=3)C[C@@H]2O)=[N:5][C:6]([CH2:9][CH3:10])=[CH:7][N:8]=1)[CH3:2].[CH3:22][O:23][C:24]1[CH:25]=[C:26]2[C:31](=[CH:32][CH:33]=1)[CH:30]([NH2:34])[CH2:29][CH2:28][CH2:27]2. (9) Given the product [C:1]([O:5][NH:6][C:7]([C@:9]1([CH3:38])[C@H:14]([NH:15][S:16]([C:19]2[CH:20]=[CH:21][C:22]([O:25][CH2:26][C:27]3[C:36]4[C:31](=[CH:32][CH:33]=[CH:34][CH:35]=4)[N:30]=[C:29]([CH3:37])[CH:28]=3)=[CH:23][CH:24]=2)(=[O:18])=[O:17])[CH2:13][CH2:12][N:11]([CH:41]([CH3:42])[CH3:45])[CH2:10]1)=[O:8])([CH3:4])([CH3:3])[CH3:2], predict the reactants needed to synthesize it. The reactants are: [C:1]([O:5][NH:6][C:7]([C@:9]1([CH3:38])[C@H:14]([NH:15][S:16]([C:19]2[CH:24]=[CH:23][C:22]([O:25][CH2:26][C:27]3[C:36]4[C:31](=[CH:32][CH:33]=[CH:34][CH:35]=4)[N:30]=[C:29]([CH3:37])[CH:28]=3)=[CH:21][CH:20]=2)(=[O:18])=[O:17])[CH2:13][CH2:12][NH:11][CH2:10]1)=[O:8])([CH3:4])([CH3:3])[CH3:2].CO.[C:41](O)(=O)[CH3:42].[C:45]([BH3-])#N.[Na+].